Dataset: Reaction yield outcomes from USPTO patents with 853,638 reactions. Task: Predict the reaction yield, written as a fraction of the theoretical maximum amount of product (1.0 means a 100% yield; for example, 0.34 means a 34% yield). (1) The reactants are [Cl:1][C:2]1[C:7]([C:8]([NH:10][CH2:11][C:12]2[CH:17]=[CH:16][C:15]([F:18])=[CH:14][CH:13]=2)=[O:9])=[C:6]([CH3:19])[CH:5]=[C:4](Cl)[N:3]=1.Cl.[CH3:22][C@@H:23]1[CH2:28][O:27][CH2:26][CH2:25][NH:24]1.CN1C(=O)CCC1. The yield is 0.200. The product is [Cl:1][C:2]1[C:7]([C:8]([NH:10][CH2:11][C:12]2[CH:17]=[CH:16][C:15]([F:18])=[CH:14][CH:13]=2)=[O:9])=[C:6]([CH3:19])[CH:5]=[C:4]([N:24]2[CH2:25][CH2:26][O:27][CH2:28][C@H:23]2[CH3:22])[N:3]=1. The catalyst is CCOC(C)=O. (2) The reactants are [NH:1]1[C:9]2[C:4](=[CH:5][C:6]([C:10]([N:12]3[CH2:18][C:17]4([CH3:20])[CH2:19][CH:13]3[CH2:14][C:15]([CH3:22])([CH3:21])[CH2:16]4)=[O:11])=[CH:7][CH:8]=2)[CH:3]=[CH:2]1.[H-].[Na+].Br[CH:26]([CH3:32])[C:27]([O:29][CH2:30][CH3:31])=[O:28]. The catalyst is CN(C=O)C. The product is [CH2:30]([O:29][C:27](=[O:28])[CH2:26][CH2:32][N:1]1[C:9]2[C:4](=[CH:5][C:6]([C:10]([N:12]3[CH2:18][C:17]4([CH3:20])[CH2:19][CH:13]3[CH2:14][C:15]([CH3:22])([CH3:21])[CH2:16]4)=[O:11])=[CH:7][CH:8]=2)[CH:3]=[CH:2]1)[CH3:31]. The yield is 0.370. (3) The reactants are CC1(C)[O:6][C@H:5]([CH2:7][N:8]2[CH:12]=[CH:11][C:10]([NH:13][C:14](=[O:37])[C@@H:15]([N:20]3[CH2:24][C:23]([O:25][C:26]4[CH:34]=[CH:33][CH:32]=[C:31]5[C:27]=4[CH:28]=[N:29][N:30]5[CH3:35])=[CH:22][C:21]3=[O:36])[CH2:16][CH:17]([CH3:19])[CH3:18])=[N:9]2)[CH2:4][O:3]1.Cl.C(OCC)(=O)C.[OH-].[Na+]. The catalyst is O1CCCC1.O. The product is [OH:6][C@@H:5]([CH2:4][OH:3])[CH2:7][N:8]1[CH:12]=[CH:11][C:10]([NH:13][C:14](=[O:37])[C@@H:15]([N:20]2[CH2:24][C:23]([O:25][C:26]3[CH:34]=[CH:33][CH:32]=[C:31]4[C:27]=3[CH:28]=[N:29][N:30]4[CH3:35])=[CH:22][C:21]2=[O:36])[CH2:16][CH:17]([CH3:19])[CH3:18])=[N:9]1. The yield is 0.560. (4) The reactants are Cl[C:2]1[C:7]([C:8]([F:11])([F:10])[F:9])=[CH:6][N:5]=[C:4]([NH:12][C:13]2[CH:18]=[CH:17][C:16]([P:19]([CH3:22])([CH3:21])=[O:20])=[CH:15][CH:14]=2)[N:3]=1.C(N(CC)CC)C.[NH2:30][N:31]1[CH2:36][CH2:35][N:34]([CH3:37])[CH2:33][CH2:32]1. The catalyst is C(O)C. The product is [CH3:21][P:19]([C:16]1[CH:17]=[CH:18][C:13]([NH:12][C:4]2[N:3]=[C:2]([NH:30][N:31]3[CH2:36][CH2:35][N:34]([CH3:37])[CH2:33][CH2:32]3)[C:7]([C:8]([F:11])([F:10])[F:9])=[CH:6][N:5]=2)=[CH:14][CH:15]=1)([CH3:22])=[O:20]. The yield is 0.340. (5) The reactants are [CH3:1][C:2]1[CH:7]=[C:6]([O:8][CH2:9][CH2:10][CH2:11][CH2:12][CH2:13][CH2:14][CH2:15][CH2:16][CH2:17][CH2:18][CH2:19][CH2:20][CH2:21][CH2:22][CH2:23][CH2:24][CH2:25][CH3:26])[CH:5]=[CH:4][C:3]=1[N+:27]([O-])=O.CO.Cl.C(=O)([O-])[O-].[K+].[K+]. The catalyst is [Fe].ClCCl.O.O1CCOCC1. The product is [CH3:1][C:2]1[CH:7]=[C:6]([O:8][CH2:9][CH2:10][CH2:11][CH2:12][CH2:13][CH2:14][CH2:15][CH2:16][CH2:17][CH2:18][CH2:19][CH2:20][CH2:21][CH2:22][CH2:23][CH2:24][CH2:25][CH3:26])[CH:5]=[CH:4][C:3]=1[NH2:27]. The yield is 0.820. (6) The reactants are Cl[CH:2]([CH:13]1[CH2:18][CH2:17][CH2:16][CH2:15][CH2:14]1)[C:3]1[C:11]2[C:6](=[CH:7][CH:8]=[CH:9][CH:10]=2)[N:5]([CH3:12])[N:4]=1.[NH2:19][C:20]1[CH:25]=[CH:24][C:23]([C:26]([N:28]([CH3:36])[CH2:29][CH2:30][C:31]([O:33]CC)=[O:32])=[O:27])=[CH:22][CH:21]=1.[I-].[Na+].C(=O)([O-])[O-].[Na+].[Na+].[Cl-].[NH4+].[OH-].[Na+]. The catalyst is C(O)C.O1CCCC1.CN(C)C(=O)C. The product is [CH:13]1([CH:2]([NH:19][C:20]2[CH:21]=[CH:22][C:23]([C:26]([N:28]([CH3:36])[CH2:29][CH2:30][C:31]([OH:33])=[O:32])=[O:27])=[CH:24][CH:25]=2)[C:3]2[C:11]3[C:6](=[CH:7][CH:8]=[CH:9][CH:10]=3)[N:5]([CH3:12])[N:4]=2)[CH2:18][CH2:17][CH2:16][CH2:15][CH2:14]1. The yield is 0.450. (7) The reactants are F[C:2]1[CH:10]=[CH:9][CH:8]=[C:7](F)[C:3]=1[C:4](Cl)=[O:5].[Cl:12][C:13]1[C:14]([C:24]2[CH:25]=[CH:26][C:27]([NH2:30])=[N:28][CH:29]=2)=[CH:15][C:16]2[O:20][C:19]([F:22])([F:21])[O:18][C:17]=2[CH:23]=1.CCN(C(C)C)C(C)C.[Cl:40]CCl. The catalyst is CN(C1C=CN=CC=1)C.O1CCCC1.CO.[OH-].[Li+]. The product is [Cl:40][C:2]1[CH:10]=[CH:9][CH:8]=[CH:7][C:3]=1[C:4]([NH:30][C:27]1[CH:26]=[CH:25][C:24]([C:14]2[C:13]([Cl:12])=[CH:23][C:17]3[O:18][C:19]([F:21])([F:22])[O:20][C:16]=3[CH:15]=2)=[CH:29][N:28]=1)=[O:5]. The yield is 0.580. (8) The reactants are [Br:1][C:2]1[C:7](=[O:8])[N:6]([C:9]2[CH:10]=[C:11]([CH:19]=[CH:20][C:21]=2[CH3:22])[C:12]([NH:14][C@H:15](C)[CH2:16][OH:17])=[O:13])[C:5]([CH3:23])=[N:4][C:3]=1[O:24][CH2:25][C:26]1[CH:31]=[CH:30][C:29]([F:32])=[CH:28][C:27]=1[F:33].NCCO. No catalyst specified. The product is [Br:1][C:2]1[C:7](=[O:8])[N:6]([C:9]2[CH:10]=[C:11]([CH:19]=[CH:20][C:21]=2[CH3:22])[C:12]([NH:14][CH2:15][CH2:16][OH:17])=[O:13])[C:5]([CH3:23])=[N:4][C:3]=1[O:24][CH2:25][C:26]1[CH:31]=[CH:30][C:29]([F:32])=[CH:28][C:27]=1[F:33]. The yield is 0.700. (9) The reactants are [Br:1][C:2]1[CH:9]=[CH:8][C:5]([CH:6]=[O:7])=[C:4]([F:10])[CH:3]=1.O.C1(C)C=CC(S(O)(=O)=O)=CC=1.[CH2:23](O)[CH2:24][OH:25].C([O-])(O)=O.[Na+]. The catalyst is C1C=CC=CC=1.CCO. The product is [Br:1][C:2]1[CH:9]=[CH:8][C:5]([CH:6]2[O:25][CH2:24][CH2:23][O:7]2)=[C:4]([F:10])[CH:3]=1. The yield is 0.990.